This data is from Full USPTO retrosynthesis dataset with 1.9M reactions from patents (1976-2016). The task is: Predict the reactants needed to synthesize the given product. Given the product [Cl:31][C:28]1[CH:27]=[N:26][C:25]([N:13]2[CH2:14][CH2:15][C@H:11]([N:7]3[CH2:6][CH2:5][C@:4]([CH2:3][C:2]([OH:1])([CH3:23])[CH3:22])([C:16]4[CH:21]=[CH:20][CH:19]=[CH:18][CH:17]=4)[O:9][C:8]3=[O:10])[CH2:12]2)=[N:30][CH:29]=1, predict the reactants needed to synthesize it. The reactants are: [OH:1][C:2]([CH3:23])([CH3:22])[CH2:3][C@@:4]1([C:16]2[CH:21]=[CH:20][CH:19]=[CH:18][CH:17]=2)[O:9][C:8](=[O:10])[N:7]([C@H:11]2[CH2:15][CH2:14][NH:13][CH2:12]2)[CH2:6][CH2:5]1.Cl[C:25]1[N:30]=[CH:29][C:28]([Cl:31])=[CH:27][N:26]=1.